From a dataset of Peptide-MHC class I binding affinity with 185,985 pairs from IEDB/IMGT. Regression. Given a peptide amino acid sequence and an MHC pseudo amino acid sequence, predict their binding affinity value. This is MHC class I binding data. (1) The peptide sequence is YANCSSISIK. The MHC is HLA-A03:01 with pseudo-sequence HLA-A03:01. The binding affinity (normalized) is 0.435. (2) The peptide sequence is TPQVPLRPM. The MHC is HLA-B07:02 with pseudo-sequence HLA-B07:02. The binding affinity (normalized) is 0.802. (3) The peptide sequence is NQECWDSVF. The MHC is HLA-B15:01 with pseudo-sequence HLA-B15:01. The binding affinity (normalized) is 0.453.